From a dataset of Reaction yield outcomes from USPTO patents with 853,638 reactions. Predict the reaction yield, written as a fraction of the theoretical maximum amount of product (1.0 means a 100% yield; for example, 0.34 means a 34% yield). (1) The reactants are [CH2:1]([NH:3][C:4]([N:22]1[CH2:26][CH:25]([CH2:27][CH3:28])[CH:24]=[N:23]1)=[N:5][S:6]([C:9]1[CH:17]=[C:16]2[C:12]([CH2:13][CH2:14][N:15]2C(=O)C)=[CH:11][C:10]=1[Br:21])(=[O:8])=[O:7])[CH3:2].Cl.C([O-])(O)=O.[Na+]. The catalyst is CO. The product is [CH2:1]([NH:3][C:4]([N:22]1[CH2:26][CH:25]([CH2:27][CH3:28])[CH:24]=[N:23]1)=[N:5][S:6]([C:9]1[CH:17]=[C:16]2[C:12]([CH2:13][CH2:14][NH:15]2)=[CH:11][C:10]=1[Br:21])(=[O:8])=[O:7])[CH3:2]. The yield is 0.640. (2) The catalyst is CN(C)C=O. The product is [CH2:43]([O:42][P:38]([CH2:37][CH2:36][CH2:35][O:23][C:19]1[CH:18]=[C:17]([CH3:24])[C:16]([C:12]2[CH:13]=[CH:14][CH:15]=[C:10]([CH2:9][O:8][C:6]3[CH:5]=[CH:4][C:3]([CH2:25][CH2:26][C:27]([O:29][CH2:30][CH3:31])=[O:28])=[C:2]([F:1])[CH:7]=3)[CH:11]=2)=[C:21]([CH3:22])[CH:20]=1)([O:39][CH2:40][CH3:41])=[O:45])[CH3:44]. The reactants are [F:1][C:2]1[CH:7]=[C:6]([O:8][CH2:9][C:10]2[CH:11]=[C:12]([C:16]3[C:21]([CH3:22])=[CH:20][C:19]([OH:23])=[CH:18][C:17]=3[CH3:24])[CH:13]=[CH:14][CH:15]=2)[CH:5]=[CH:4][C:3]=1[CH2:25][CH2:26][C:27]([O:29][CH2:30][CH3:31])=[O:28].[H-].[Na+].Br[CH2:35][CH2:36][CH2:37][P:38](=[O:45])([O:42][CH2:43][CH3:44])[O:39][CH2:40][CH3:41].[I-].[K+]. The yield is 0.500.